Dataset: Forward reaction prediction with 1.9M reactions from USPTO patents (1976-2016). Task: Predict the product of the given reaction. Given the reactants [S:1]1[C:5]2[CH:6]=[CH:7][CH:8]=[CH:9][C:4]=2[N:3]=[C:2]1[NH2:10].C(N(C(C)C)CC)(C)C.CNC1(NC)C=CN=CC1.[C:30]1([CH3:39])[CH:35]=[CH:34][C:33]([C:36](Cl)=[O:37])=[CH:32][CH:31]=1, predict the reaction product. The product is: [S:1]1[C:5]2[CH:6]=[CH:7][CH:8]=[CH:9][C:4]=2[N:3]=[C:2]1[NH:10][C:36](=[O:37])[C:33]1[CH:34]=[CH:35][C:30]([CH3:39])=[CH:31][CH:32]=1.